This data is from NCI-60 drug combinations with 297,098 pairs across 59 cell lines. The task is: Regression. Given two drug SMILES strings and cell line genomic features, predict the synergy score measuring deviation from expected non-interaction effect. Drug 1: C1CCC(C(C1)N)N.C(=O)(C(=O)[O-])[O-].[Pt+4]. Drug 2: CC1CCCC2(C(O2)CC(NC(=O)CC(C(C(=O)C(C1O)C)(C)C)O)C(=CC3=CSC(=N3)C)C)C. Cell line: LOX IMVI. Synergy scores: CSS=54.8, Synergy_ZIP=0.180, Synergy_Bliss=2.83, Synergy_Loewe=-4.07, Synergy_HSA=2.35.